This data is from Reaction yield outcomes from USPTO patents with 853,638 reactions. The task is: Predict the reaction yield, written as a fraction of the theoretical maximum amount of product (1.0 means a 100% yield; for example, 0.34 means a 34% yield). The reactants are C1(COC(=O)[NH:10][CH2:11][C@@H:12]2[CH2:16][CH2:15][N:14]([CH2:17][C@@H:18]([OH:31])[C:19]3[C:28]4[C:23](=[CH:24][CH:25]=[C:26]([O:29][CH3:30])[N:27]=4)[N:22]=[CH:21][CH:20]=3)[CH2:13]2)C=CC=CC=1. The catalyst is CO.[OH-].[OH-].[Pd+2]. The product is [NH2:10][CH2:11][C@@H:12]1[CH2:16][CH2:15][N:14]([CH2:17][C@H:18]([C:19]2[C:28]3[C:23](=[CH:24][CH:25]=[C:26]([O:29][CH3:30])[N:27]=3)[N:22]=[CH:21][CH:20]=2)[OH:31])[CH2:13]1. The yield is 0.980.